Dataset: Catalyst prediction with 721,799 reactions and 888 catalyst types from USPTO. Task: Predict which catalyst facilitates the given reaction. (1) Reactant: P(Cl)(Cl)(Cl)(Cl)Cl.[N:7]1([C:12]2[CH:17]=[CH:16][C:15]([C:18]([NH:20][CH:21]3[CH2:26][CH2:25][CH:24]([O:27][C:28](=[O:30])[CH3:29])[CH2:23][CH:22]3[C:31]3[CH:36]=[CH:35][C:34]([O:37][CH3:38])=[C:33]([O:39][CH2:40][CH3:41])[CH:32]=3)=O)=[CH:14][CH:13]=2)[CH:11]=[CH:10][N:9]=[CH:8]1.C(N(CC)CC)C.C(=O)([O-])O.[Na+]. Product: [CH2:40]([O:39][C:33]1[CH:32]=[C:31]2[C:36]([C:18]([C:15]3[CH:16]=[CH:17][C:12]([N:7]4[CH:11]=[CH:10][N:9]=[CH:8]4)=[CH:13][CH:14]=3)=[N:20][CH:21]3[CH:22]2[CH2:23][CH:24]([O:27][C:28](=[O:30])[CH3:29])[CH2:25][CH2:26]3)=[CH:35][C:34]=1[O:37][CH3:38])[CH3:41]. The catalyst class is: 46. (2) Reactant: O=C1N(P(Cl)(N2CCOC2=O)=O)CCO1.[C:16]1([C:22]2[C:31]3[C:26](=[CH:27][CH:28]=[CH:29][CH:30]=3)[CH2:25][CH2:24][N:23]=2)[CH:21]=[CH:20][CH:19]=[CH:18][CH:17]=1.[CH3:32][O:33][C:34]1[CH:39]=[C:38]([O:40][CH3:41])[N:37]=[C:36]([O:42][CH2:43][C:44](O)=[O:45])[N:35]=1. Product: [CH3:41][O:40][C:38]1[CH:39]=[C:34]([O:33][CH3:32])[N:35]=[C:36]([O:42][C@H:43]2[C@:22]3([C:16]4[CH:17]=[CH:18][CH:19]=[CH:20][CH:21]=4)[C:31]4[C:26]([CH2:25][CH2:24][N:23]3[C:44]2=[O:45])=[CH:27][CH:28]=[CH:29][CH:30]=4)[N:37]=1. The catalyst class is: 2. (3) Reactant: C(O[C:4](=[O:13])/[C:5](/[O-:12])=[CH:6]/[C:7](=[O:11])[CH:8]([CH3:10])[CH3:9])C.[Cl:14][C:15]1[CH:22]=[CH:21][C:18]([CH:19]=O)=[C:17]([CH3:23])[CH:16]=1.[Cl:24][C:25]1[C:26]([F:32])=[C:27]([CH:29]=[CH:30][CH:31]=1)[NH2:28]. Product: [Cl:24][C:25]1[C:26]([F:32])=[C:27]([N:28]2[CH:19]([C:18]3[CH:21]=[CH:22][C:15]([Cl:14])=[CH:16][C:17]=3[CH3:23])[C:6]([C:7](=[O:11])[CH:8]([CH3:9])[CH3:10])=[C:5]([OH:12])[C:4]2=[O:13])[CH:29]=[CH:30][CH:31]=1. The catalyst class is: 15. (4) Reactant: [F:1][C:2]1[CH:7]=[CH:6][C:5]([C:8]2[CH:12]=[C:11]([OH:13])[NH:10][N:9]=2)=[CH:4][CH:3]=1.C(=O)([O-])[O-].[K+].[K+].CS(O[CH2:25][C:26](=[O:28])[CH3:27])(=O)=O. Product: [F:1][C:2]1[CH:3]=[CH:4][C:5]([C:8]2[CH:12]=[C:11]([O:13][CH2:25][C:26]([CH3:27])=[O:28])[NH:10][N:9]=2)=[CH:6][CH:7]=1. The catalyst class is: 39. (5) Reactant: COC(=O)[CH:4]([CH:9]1[CH2:18][CH2:17][C:16]2[C:11](=[CH:12][CH:13]=[C:14]([SH:19])[CH:15]=2)[O:10]1)[C:5]([O:7]C)=[O:6].Cl[CH2:22][C:23]1[S:27][C:26]([C:28]2[CH:33]=[CH:32][C:31]([C:34]([F:37])([F:36])[F:35])=[CH:30][CH:29]=2)=[N:25][C:24]=1[CH3:38].C([O-])([O-])=O.[Cs+].[Cs+].CCOCC. Product: [CH3:38][C:24]1[N:25]=[C:26]([C:28]2[CH:29]=[CH:30][C:31]([C:34]([F:37])([F:36])[F:35])=[CH:32][CH:33]=2)[S:27][C:23]=1[CH2:22][S:19][C:14]1[CH:13]=[CH:12][C:11]2[O:10][CH:9]([CH2:4][C:5]([OH:7])=[O:6])[CH:18]=[CH:17][C:16]=2[CH:15]=1. The catalyst class is: 10. (6) Reactant: Br[C:2]1[CH:3]=[C:4]2[C:9](=[C:10]([Cl:12])[CH:11]=1)[O:8][CH2:7][CH2:6][C:5]2([CH3:14])[CH3:13].[Li]CCCC.CN([CH:23]=[O:24])C. Product: [Cl:12][C:10]1[CH:11]=[C:2]([CH:23]=[O:24])[CH:3]=[C:4]2[C:9]=1[O:8][CH2:7][CH2:6][C:5]2([CH3:14])[CH3:13]. The catalyst class is: 1. (7) Reactant: [Cl:1][C:2]1[C:3]([C:10]([O:12]C)=[O:11])=[N:4][C:5]([Cl:9])=[CH:6][C:7]=1[Cl:8].[OH-].[Na+]. Product: [Cl:1][C:2]1[C:3]([C:10]([OH:12])=[O:11])=[N:4][C:5]([Cl:9])=[CH:6][C:7]=1[Cl:8]. The catalyst class is: 5. (8) Product: [Si:1]([O:8][CH2:9][C@H:10]1[CH2:12][C@:11]1([CH2:19][CH2:20][NH2:21])[C:13]1[CH:18]=[CH:17][CH:16]=[CH:15][N:14]=1)([C:4]([CH3:7])([CH3:6])[CH3:5])([CH3:3])[CH3:2]. Reactant: [Si:1]([O:8][CH2:9][C@H:10]1[CH2:12][C@:11]1([CH2:19][C:20]#[N:21])[C:13]1[CH:18]=[CH:17][CH:16]=[CH:15][N:14]=1)([C:4]([CH3:7])([CH3:6])[CH3:5])([CH3:3])[CH3:2].CO. The catalyst class is: 1.